This data is from CYP2C9 inhibition data for predicting drug metabolism from PubChem BioAssay. The task is: Regression/Classification. Given a drug SMILES string, predict its absorption, distribution, metabolism, or excretion properties. Task type varies by dataset: regression for continuous measurements (e.g., permeability, clearance, half-life) or binary classification for categorical outcomes (e.g., BBB penetration, CYP inhibition). Dataset: cyp2c9_veith. (1) The molecule is O=C(CN1C(=O)c2ccccc2C1=O)[C@@H](O)CN1C(=O)c2ccccc2C1=O. The result is 0 (non-inhibitor). (2) The molecule is COc1ccc(N2C(=O)CSC23CCC(C(C)(C)C)CC3)cc1. The result is 1 (inhibitor).